This data is from Forward reaction prediction with 1.9M reactions from USPTO patents (1976-2016). The task is: Predict the product of the given reaction. (1) Given the reactants Br[C:2]1[C:11]2[C:6](=[CH:7][CH:8]=[C:9]([O:12][CH3:13])[CH:10]=2)[C:5]([Cl:14])=[N:4][CH:3]=1.[Li]CCCC.[CH3:20][O:21]N(C)C=O, predict the reaction product. The product is: [Cl:14][C:5]1[C:6]2[C:11](=[CH:10][C:9]([O:12][CH3:13])=[CH:8][CH:7]=2)[C:2]([CH:20]=[O:21])=[CH:3][N:4]=1. (2) Given the reactants [NH2:1][CH2:2][CH2:3][C:4]([OH:6])=[O:5].[OH-].[Na+].[C:9](Cl)(=[O:18])[C:10]1[C:11]([O:16][CH3:17])=[CH:12][CH:13]=[CH:14][CH:15]=1.Cl, predict the reaction product. The product is: [C:9]([NH:1][CH2:2][CH2:3][C:4]([OH:6])=[O:5])(=[O:18])[C:10]1[C:11]([O:16][CH3:17])=[CH:12][CH:13]=[CH:14][CH:15]=1. (3) The product is: [OH:10][CH2:11][C:12]([C@H:14]([C@@H:16]([C@@H:18]([CH2:20][OH:21])[OH:19])[OH:17])[OH:15])=[O:13]. Given the reactants [Cl-].OCCC[N+](C)(C)C.[OH:10][CH2:11][C:12]([C@H:14]([C@@H:16]([C@@H:18]([CH2:20][OH:21])[OH:19])[OH:17])[OH:15])=[O:13].[OH-].[Na+].[Cl-].ClCC(O)C[N+](C)(C)C, predict the reaction product. (4) The product is: [Br:1][C:2]1[CH:3]=[CH:4][C:5]2[N:6]([C:8]([C:11]([F:20])([F:19])[C:12]3[CH:13]=[CH:14][C:15]4[N:16]([CH:22]=[C:23]([C:24]([O:26][CH3:27])=[O:25])[N:18]=4)[N:17]=3)=[N:9][N:10]=2)[CH:7]=1. Given the reactants [Br:1][C:2]1[CH:3]=[CH:4][C:5]2[N:6]([C:8]([C:11]([F:20])([F:19])[C:12]3[N:17]=[N:16][C:15]([NH2:18])=[CH:14][CH:13]=3)=[N:9][N:10]=2)[CH:7]=1.Br[CH2:22][C:23](=O)[C:24]([O:26][CH3:27])=[O:25].C([O-])(O)=O.[Na+], predict the reaction product. (5) Given the reactants [C:1]([N:4]([C:30]1[CH:35]=[CH:34][C:33]([Cl:36])=[CH:32][CH:31]=1)[C@H:5]1[C:14]2[C:9](=[CH:10][CH:11]=[CH:12][CH:13]=2)[N:8]([C:15]([C:17]2[CH:22]=[CH:21][C:20]([NH:23][CH2:24][CH2:25][C:26](O)=[O:27])=[CH:19][CH:18]=2)=[O:16])[C@@H:7]([CH3:29])[CH2:6]1)(=[O:3])[CH3:2].C1C=CC2N(O)N=[N:43]C=2C=1.CN(C(ON1N=NC2C=CC=NC1=2)=[N+](C)C)C.F[P-](F)(F)(F)(F)F.C(N(C(C)C)CC)(C)C.[Cl-].[NH4+], predict the reaction product. The product is: [C:1]([N:4]([C:30]1[CH:31]=[CH:32][C:33]([Cl:36])=[CH:34][CH:35]=1)[C@H:5]1[C:14]2[C:9](=[CH:10][CH:11]=[CH:12][CH:13]=2)[N:8]([C:15]([C:17]2[CH:18]=[CH:19][C:20]([NH:23][CH2:24][CH2:25][C:26]([NH2:43])=[O:27])=[CH:21][CH:22]=2)=[O:16])[C@@H:7]([CH3:29])[CH2:6]1)(=[O:3])[CH3:2]. (6) Given the reactants [Br:1][C:2]1[CH:3]=[C:4]([CH:16]2[C:25]3[C:24](=[O:26])[CH2:23][CH:22]([CH2:27][CH2:28][CH3:29])[CH2:21][C:20]=3[NH:19][C:18]([CH3:30])=[C:17]2[C:31]#[N:32])[CH:5]=[C:6]([O:13][CH2:14][CH3:15])[C:7]=1[O:8]S(C)(=O)=O.F[C:34]1[CH:39]=[CH:38][C:37]([N+:40]([O-:42])=[O:41])=[CH:36][CH:35]=1.C(=O)([O-])[O-].[Cs+].[Cs+].ClCCl, predict the reaction product. The product is: [Br:1][C:2]1[CH:3]=[C:4]([CH:16]2[C:25]3[C:24](=[O:26])[CH2:23][CH:22]([CH2:27][CH2:28][CH3:29])[CH2:21][C:20]=3[NH:19][C:18]([CH3:30])=[C:17]2[C:31]#[N:32])[CH:5]=[C:6]([O:13][CH2:14][CH3:15])[C:7]=1[O:8][C:34]1[CH:39]=[CH:38][C:37]([N+:40]([O-:42])=[O:41])=[CH:36][CH:35]=1. (7) The product is: [OH:10][C:9]1[C:3]2[N:2]=[CH:12][O:5][C:4]=2[CH:6]=[CH:7][CH:8]=1. Given the reactants Cl.[NH2:2][C:3]1[C:9]([OH:10])=[CH:8][CH:7]=[CH:6][C:4]=1[OH:5].O.[CH2:12](O)C, predict the reaction product.